This data is from Full USPTO retrosynthesis dataset with 1.9M reactions from patents (1976-2016). The task is: Predict the reactants needed to synthesize the given product. Given the product [CH2:1]([O:3][C:4]([C:6]1[CH:41]=[CH:40][C:9]2[N:10]([CH:34]3[CH2:39][CH2:38][CH2:37][CH2:36][CH2:35]3)[C:11]([C:13]3[CH:14]=[C:15]4[C:20](=[CH:21][CH:22]=3)[N:19]=[C:18]([C:23](=[O:33])[N:49]([C:46]3[CH:45]=[CH:44][C:43]([Cl:42])=[CH:48][CH:47]=3)[CH:50]3[CH2:55][CH2:54][CH2:53][CH2:52][CH2:51]3)[CH:17]=[CH:16]4)=[N:12][C:8]=2[CH:7]=1)=[O:5])[CH3:2], predict the reactants needed to synthesize it. The reactants are: [CH2:1]([O:3][C:4]([C:6]1[CH:41]=[CH:40][C:9]2[N:10]([CH:34]3[CH2:39][CH2:38][CH2:37][CH2:36][CH2:35]3)[C:11]([C:13]3[CH:14]=[C:15]4[C:20](=[CH:21][CH:22]=3)[N:19]=[C:18]([C:23](=[O:33])NCC3C=CC(Cl)=CC=3)[CH:17]=[CH:16]4)=[N:12][C:8]=2[CH:7]=1)=[O:5])[CH3:2].[Cl:42][C:43]1[CH:48]=[CH:47][C:46]([NH:49][CH:50]2[CH2:55][CH2:54][CH2:53][CH2:52][CH2:51]2)=[CH:45][CH:44]=1.